This data is from Experimentally validated miRNA-target interactions with 360,000+ pairs, plus equal number of negative samples. The task is: Binary Classification. Given a miRNA mature sequence and a target amino acid sequence, predict their likelihood of interaction. The miRNA is hsa-miR-6769b-3p with sequence CCCUCUCUGUCCCACCCAUAG. The protein sequence of the target gene is MEISSHQSYLLQQLNEQRRQDVFCDCSILVEGKVFKAHRNVLFASSGYFKMLLSQNSRETSQPTTATFQTFSPDTFTVILDFVYSGKLSLTGQNVIEVMSAASFLQMTDVISVCKTFIKSSLDISEKEKDRYFSLSDKDTGSNGVERPPFYSSSWQEEGGSPHSHVSPDPGKPWNKYGYPPASQRSPQRPLAKHEQRKEPSKKAKHVRLPQPSEVVHFKPGKGEAQTDSGNHVSQSEEQVPVDAEVDPAPAGFQYSQGPDGIARSFPDDLTRLRFKCPFCTHVVKRKADLKRHLRCHTGE.... Result: 0 (no interaction).